Dataset: Forward reaction prediction with 1.9M reactions from USPTO patents (1976-2016). Task: Predict the product of the given reaction. (1) Given the reactants [F:1][C:2]1[CH:7]=[CH:6][C:5]([C:8]2[N:9]([Si](C(C)C)(C(C)C)C(C)C)[CH:10]=[C:11]([C:19]3(O)[CH2:25][CH:24]4[N:26]([CH3:27])[CH:21]([CH2:22][CH2:23]4)[CH2:20]3)[C:12]=2[C:13]2[CH:18]=[CH:17][N:16]=[CH:15][CH:14]=2)=[CH:4][CH:3]=1.C([SiH](CC)CC)C.FC(F)(F)C(O)=O.[F-].C([N+](CCCC)(CCCC)CCCC)CCC, predict the reaction product. The product is: [F:1][C:2]1[CH:7]=[CH:6][C:5]([C:8]2[NH:9][CH:10]=[C:11]([C:19]3[CH2:25][CH:24]4[N:26]([CH3:27])[CH:21]([CH2:22][CH2:23]4)[CH:20]=3)[C:12]=2[C:13]2[CH:18]=[CH:17][N:16]=[CH:15][CH:14]=2)=[CH:4][CH:3]=1. (2) Given the reactants [O:1]=[C:2]1[C:10](=[C:11]([C:14]#[N:15])[C:12]#[N:13])[C:9]2[C:4](=[CH:5][CH:6]=[C:7]([S:16]([N:19]3[CH2:23][CH2:22][CH2:21][CH:20]3[CH2:24][O:25][C:26]3[CH:31]=[CH:30][CH:29]=[CH:28][CH:27]=3)(=[O:18])=[O:17])[CH:8]=2)[NH:3]1.[Br:32][C:33]1[CH:66]=[CH:65][C:36]([CH2:37]N2C3C(=CC(S(N4CCCC4COC4C=CC=CC=4)(=O)=O)=CC=3)C(=O)C2=O)=[CH:35][CH:34]=1, predict the reaction product. The product is: [Br:32][C:33]1[CH:66]=[CH:65][C:36]([CH2:37][N:3]2[C:4]3[C:9](=[CH:8][C:7]([S:16]([N:19]4[CH2:23][CH2:22][CH2:21][CH:20]4[CH2:24][O:25][C:26]4[CH:27]=[CH:28][CH:29]=[CH:30][CH:31]=4)(=[O:17])=[O:18])=[CH:6][CH:5]=3)[C:10](=[C:11]([C:12]#[N:13])[C:14]#[N:15])[C:2]2=[O:1])=[CH:35][CH:34]=1. (3) Given the reactants [F:1][C:2]1[CH:36]=[CH:35][C:5]([CH2:6][N:7]2[C:15]3[CH:14]=[CH:13][CH:12]=[CH:11][C:10]=3[C:9]3[CH2:16][C@H:17]4[C:22](=[O:23])[N:21]([CH2:24][CH2:25][CH2:26][C:27]([O:29]C(C)(C)C)=[O:28])[C:20](=[O:34])[N:18]4[CH2:19][C:8]2=3)=[CH:4][CH:3]=1.Cl, predict the reaction product. The product is: [F:1][C:2]1[CH:36]=[CH:35][C:5]([CH2:6][N:7]2[C:15]3[CH:14]=[CH:13][CH:12]=[CH:11][C:10]=3[C:9]3[CH2:16][C@H:17]4[C:22](=[O:23])[N:21]([CH2:24][CH2:25][CH2:26][C:27]([OH:29])=[O:28])[C:20](=[O:34])[N:18]4[CH2:19][C:8]2=3)=[CH:4][CH:3]=1. (4) Given the reactants [H-].[Na+].C(S)C.[F:6][C:7]1[CH:8]=[C:9]([CH:22]=[CH:23][CH:24]=1)[CH2:10][N:11]1[CH:16]=[CH:15][C:14]([O:17]C)=[C:13]([C:19]#[N:20])[C:12]1=[O:21].Cl, predict the reaction product. The product is: [F:6][C:7]1[CH:8]=[C:9]([CH:22]=[CH:23][CH:24]=1)[CH2:10][N:11]1[CH:16]=[CH:15][C:14]([OH:17])=[C:13]([C:19]#[N:20])[C:12]1=[O:21]. (5) Given the reactants Br[C:2]1[CH:7]=[CH:6][C:5]([CH:8]([O:12][CH2:13][CH3:14])[O:9][CH2:10][CH3:11])=[CH:4][CH:3]=1.C([Li])CCC.[CH3:20][C:21]([CH3:26])([CH3:25])[CH2:22][CH:23]=[O:24].O, predict the reaction product. The product is: [CH2:10]([O:9][CH:8]([O:12][CH2:13][CH3:14])[C:5]1[CH:6]=[CH:7][C:2]([CH:23]([OH:24])[CH2:22][C:21]([CH3:26])([CH3:25])[CH3:20])=[CH:3][CH:4]=1)[CH3:11].